From a dataset of Forward reaction prediction with 1.9M reactions from USPTO patents (1976-2016). Predict the product of the given reaction. Given the reactants Br[C:2]1[CH:7]=[CH:6][C:5]([OH:8])=[CH:4][CH:3]=1.[CH3:9][NH:10][C:11]1[CH:16]=[CH:15][CH:14]=[CH:13][CH:12]=1.[Li+].C[Si]([N-][Si](C)(C)C)(C)C.Cl, predict the reaction product. The product is: [CH3:9][N:10]([C:11]1[CH:16]=[CH:15][CH:14]=[CH:13][CH:12]=1)[C:2]1[CH:7]=[CH:6][C:5]([OH:8])=[CH:4][CH:3]=1.